Dataset: Full USPTO retrosynthesis dataset with 1.9M reactions from patents (1976-2016). Task: Predict the reactants needed to synthesize the given product. (1) Given the product [Br:1][C:2]1[CH:20]=[C:6]([NH:7][CH2:8][C:9]2[CH:19]=[CH:18][C:12]3[N:13]=[C:14]([S:16][CH3:17])[S:15][C:11]=3[CH:10]=2)[C:5]([NH2:21])=[CH:4][CH:3]=1, predict the reactants needed to synthesize it. The reactants are: [Br:1][C:2]1[CH:3]=[CH:4][C:5]([N+:21]([O-])=O)=[C:6]([CH:20]=1)[NH:7][CH2:8][C:9]1[CH:19]=[CH:18][C:12]2[N:13]=[C:14]([S:16][CH3:17])[S:15][C:11]=2[CH:10]=1.BrC1C(OC)=CC(NCC2C=CC3N=C(SC)SC=3C=2)=C([N+]([O-])=O)C=1. (2) Given the product [Cl:1][C:2]1[CH:27]=[C:26]([F:28])[CH:25]=[CH:24][C:3]=1[O:4][C:5]1[CH:10]=[CH:9][CH:8]=[CH:7][C:6]=1[NH:11][S:12]([C:15]1[CH:23]=[CH:22][C:18]([C:19]([NH:44][C@H:41]2[CH2:42][CH2:43][C@H:38]([CH2:37][CH2:36][N:31]3[CH2:35][CH2:34][CH2:33][CH2:32]3)[CH2:39][CH2:40]2)=[O:20])=[CH:17][CH:16]=1)(=[O:14])=[O:13], predict the reactants needed to synthesize it. The reactants are: [Cl:1][C:2]1[CH:27]=[C:26]([F:28])[CH:25]=[CH:24][C:3]=1[O:4][C:5]1[CH:10]=[CH:9][CH:8]=[CH:7][C:6]=1[NH:11][S:12]([C:15]1[CH:23]=[CH:22][C:18]([C:19](O)=[O:20])=[CH:17][CH:16]=1)(=[O:14])=[O:13].Cl.Cl.[N:31]1([CH2:36][CH2:37][C@H:38]2[CH2:43][CH2:42][C@H:41]([NH2:44])[CH2:40][CH2:39]2)[CH2:35][CH2:34][CH2:33][CH2:32]1. (3) Given the product [C:2]1([C:17]2[CH:16]=[CH:15][CH:14]=[C:13]3[C:18]=2[CH2:10][CH:11]=[CH:12]3)[CH:7]=[CH:6][CH:5]=[CH:4][CH:3]=1, predict the reactants needed to synthesize it. The reactants are: Br[C:2]1[CH:7]=[CH:6][CH:5]=[CH:4][CH:3]=1.CO[CH:10]1[C:18]2[C:13](=[C:14]([Mg]Br)[CH:15]=[CH:16][CH:17]=2)[CH2:12][CH2:11]1.O.Cl. (4) Given the product [CH3:1][O:2][C:3]([CH3:12])([CH3:11])[CH2:4][CH2:5][O:6][CH2:7][C:8]([O:10][CH3:13])=[O:9], predict the reactants needed to synthesize it. The reactants are: [CH3:1][O:2][C:3]([CH3:12])([CH3:11])[CH2:4][CH2:5][O:6][CH2:7][C:8]([OH:10])=[O:9].[C:13]1(C)C=CC(S(O)(=O)=O)=CC=1.C(OCC)C. (5) Given the product [I:1][C:2]1[CH:3]=[CH:4][C:5]2[N:6]([CH:8]=[C:9]([NH2:11])[N:10]=2)[N:7]=1, predict the reactants needed to synthesize it. The reactants are: [I:1][C:2]1[CH:3]=[CH:4][C:5]2[N:6]([CH:8]=[C:9]([NH:11]C(=O)OC(C)(C)C)[N:10]=2)[N:7]=1.Cl.C(OCC)(=O)C.C(OCC)C. (6) Given the product [CH3:27][O:26][C:24](=[O:25])[C@H:23]([NH:22][S:15]([C:13]1[CH:12]=[CH:11][C:9]2[S:10][C:6]3[CH:5]=[C:4]([N+:1]([O-:3])=[O:2])[CH:20]=[CH:19][C:7]=3[C:8]=2[CH:14]=1)(=[O:17])=[O:16])[CH:28]([CH3:30])[CH3:29], predict the reactants needed to synthesize it. The reactants are: [N+:1]([C:4]1[CH:20]=[CH:19][C:7]2[C:8]3[CH:14]=[C:13]([S:15](Cl)(=[O:17])=[O:16])[CH:12]=[CH:11][C:9]=3[S:10][C:6]=2[CH:5]=1)([O-:3])=[O:2].Cl.[NH2:22][C@H:23]([CH:28]([CH3:30])[CH3:29])[C:24]([O:26][CH3:27])=[O:25].C(Cl)Cl.C(N(CC)C(C)C)(C)C. (7) Given the product [C:25]([Si:22]([CH3:23])([CH3:24])[O:21][C:12]1[C:9]2[O:10][CH:11]=[C:7]([CH2:6][CH2:5][CH:4]=[O:3])[C:8]=2[C:19]([CH3:20])=[C:18]2[C:13]=1[CH:14]=[CH:15][CH:16]=[CH:17]2)([CH3:28])([CH3:27])[CH3:26], predict the reactants needed to synthesize it. The reactants are: C([O:3][C:4](=O)[CH2:5][CH2:6][C:7]1[C:8]2[C:19]([CH3:20])=[C:18]3[C:13]([CH:14]=[CH:15][CH:16]=[CH:17]3)=[C:12]([O:21][Si:22]([C:25]([CH3:28])([CH3:27])[CH3:26])([CH3:24])[CH3:23])[C:9]=2[O:10][CH:11]=1)C.[H-].C([Al+]CC(C)C)C(C)C. (8) The reactants are: [CH3:1][O:2][C:3]1[CH:4]=[C:5]2[C:10](=[CH:11][C:12]=1[O:13][CH3:14])[N:9]=[CH:8][CH:7]=[C:6]2[O:15][C:16]1[CH:21]=[CH:20][C:19]([NH:22][C:23]([NH2:25])=[S:24])=[CH:18][CH:17]=1.C(N(CC)CC)C.Br[CH:34]([CH3:38])[C:35](=O)[CH3:36].O. Given the product [CH3:1][O:2][C:3]1[CH:4]=[C:5]2[C:10](=[CH:11][C:12]=1[O:13][CH3:14])[N:9]=[CH:8][CH:7]=[C:6]2[O:15][C:16]1[CH:21]=[CH:20][C:19]([NH:22][C:23]2[S:24][C:34]([CH3:38])=[C:35]([CH3:36])[N:25]=2)=[CH:18][CH:17]=1, predict the reactants needed to synthesize it.